The task is: Predict the product of the given reaction.. This data is from Forward reaction prediction with 1.9M reactions from USPTO patents (1976-2016). Given the reactants [H-].[Al+3].[Li+].[H-].[H-].[H-].[CH2:7]([NH:9][C:10]([C:12]1[S:16][C:15]([CH3:17])=[N:14][C:13]=1[CH3:18])=O)[CH3:8], predict the reaction product. The product is: [CH3:17][C:15]1[S:16][C:12]([CH2:10][NH:9][CH2:7][CH3:8])=[C:13]([CH3:18])[N:14]=1.